This data is from Full USPTO retrosynthesis dataset with 1.9M reactions from patents (1976-2016). The task is: Predict the reactants needed to synthesize the given product. (1) Given the product [F:28][CH2:29][CH2:30][N:21]1[CH2:22][C:23](=[O:24])[N:19]([CH2:18][CH2:17][CH2:16][CH2:15][N:12]2[CH2:11][CH2:10][N:9]([C:4]3[CH:5]=[CH:6][CH:7]=[CH:8][C:3]=3[O:2][CH3:1])[CH2:14][CH2:13]2)[C:20]1=[O:25], predict the reactants needed to synthesize it. The reactants are: [CH3:1][O:2][C:3]1[CH:8]=[CH:7][CH:6]=[CH:5][C:4]=1[N:9]1[CH2:14][CH2:13][N:12]([CH2:15][CH2:16][CH2:17][CH2:18][N:19]2[C:23](=[O:24])[CH2:22][NH:21][C:20]2=[O:25])[CH2:11][CH2:10]1.[H-].[Na+].[F:28][CH2:29][CH2:30]OS(C1C=CC(C)=CC=1)(=O)=O. (2) Given the product [NH2:19][C:20]1[C:21]([C:27]([NH:1][C:2]2[CH:3]=[N:4][CH:5]=[CH:6][C:7]=2[C@@H:8]2[CH2:13][C@H:12]([CH3:14])[C@@:11]([CH2:16][F:17])([OH:15])[C@H:10]([OH:18])[CH2:9]2)=[O:28])=[N:22][C:23]([Br:26])=[CH:24][CH:25]=1, predict the reactants needed to synthesize it. The reactants are: [NH2:1][C:2]1[CH:3]=[N:4][CH:5]=[CH:6][C:7]=1[C@@H:8]1[CH2:13][C@H:12]([CH3:14])[C@@:11]([CH2:16][F:17])([OH:15])[C@H:10]([OH:18])[CH2:9]1.[NH2:19][C:20]1[C:21]([C:27](O)=[O:28])=[N:22][C:23]([Br:26])=[CH:24][CH:25]=1. (3) Given the product [CH2:1]([O:8][C:9]1[C:18]2[C:13](=[CH:14][CH:15]=[CH:16][CH:17]=2)[N:12]=[C:11]([CH2:19][Br:22])[C:10]=1[CH3:21])[C:2]1[CH:7]=[CH:6][CH:5]=[CH:4][CH:3]=1, predict the reactants needed to synthesize it. The reactants are: [CH2:1]([O:8][C:9]1[C:18]2[C:13](=[CH:14][CH:15]=[CH:16][CH:17]=2)[N:12]=[C:11]([CH2:19]Cl)[C:10]=1[CH3:21])[C:2]1[CH:7]=[CH:6][CH:5]=[CH:4][CH:3]=1.[Br-:22].[Li+]. (4) Given the product [CH2:18]([NH:2][C@@H:3]([CH2:6][O:7][CH3:8])[CH2:4][OH:5])[C:19]1[CH:24]=[CH:23][CH:22]=[CH:21][CH:20]=1, predict the reactants needed to synthesize it. The reactants are: Cl.[NH2:2][C@@H:3]([CH2:6][O:7][CH3:8])[CH2:4][OH:5].C(N(C(C)C)CC)(C)C.[CH:18](=O)[C:19]1[CH:24]=[CH:23][CH:22]=[CH:21][CH:20]=1.[BH4-].[Na+].